Dataset: Forward reaction prediction with 1.9M reactions from USPTO patents (1976-2016). Task: Predict the product of the given reaction. (1) Given the reactants [CH:1]1([C:4]([NH:6][C:7]2[CH:12]=[C:11]([O:13][C:14]3[C:19]([F:20])=[CH:18][C:17]([NH:21][C:22]([C:24]4[C:25](=[O:40])[N:26]([C:33]5[CH:38]=[CH:37][C:36]([F:39])=[CH:35][CH:34]=5)[CH:27]=[CH:28][C:29]=4[O:30][CH2:31][CH3:32])=[O:23])=[C:16]([F:41])[CH:15]=3)[CH:10]=[CH:9][N:8]=2)=[O:5])[CH2:3][CH2:2]1.[CH3:42][S:43]([OH:46])(=[O:45])=[O:44].CCOCC, predict the reaction product. The product is: [CH3:42][S:43]([OH:46])(=[O:45])=[O:44].[CH:1]1([C:4]([NH:6][C:7]2[CH:12]=[C:11]([O:13][C:14]3[C:19]([F:20])=[CH:18][C:17]([NH:21][C:22]([C:24]4[C:25](=[O:40])[N:26]([C:33]5[CH:34]=[CH:35][C:36]([F:39])=[CH:37][CH:38]=5)[CH:27]=[CH:28][C:29]=4[O:30][CH2:31][CH3:32])=[O:23])=[C:16]([F:41])[CH:15]=3)[CH:10]=[CH:9][N:8]=2)=[O:5])[CH2:3][CH2:2]1. (2) Given the reactants [Br:1][C:2]1[S:3][CH:4]=[CH:5][C:6]=1[C:7]([OH:9])=[O:8].[C:10]1([CH3:20])[CH:15]=CC(S(Cl)(=O)=O)=C[CH:11]=1.C(O)(C)(C)C, predict the reaction product. The product is: [C:10]([O:8][C:7]([C:6]1[CH:5]=[CH:4][S:3][C:2]=1[Br:1])=[O:9])([CH3:20])([CH3:15])[CH3:11]. (3) Given the reactants [Cl:1][C:2]1[CH:15]=[CH:14][C:5]([CH2:6][C:7]2[C:8]([CH3:13])=[N:9][NH:10][C:11]=2[NH2:12])=[CH:4][CH:3]=1.[O:16]1[C:20]2[CH:21]=[CH:22][C:23]([C:25](=O)[CH2:26][C:27](OCC)=[O:28])=[CH:24][C:19]=2[O:18][CH2:17]1, predict the reaction product. The product is: [Cl:1][C:2]1[CH:15]=[CH:14][C:5]([CH2:6][C:7]2[C:8]([CH3:13])=[N:9][N:10]3[C:27](=[O:28])[CH:26]=[C:25]([C:23]4[CH:22]=[CH:21][C:20]5[O:16][CH2:17][O:18][C:19]=5[CH:24]=4)[NH:12][C:11]=23)=[CH:4][CH:3]=1.